This data is from Forward reaction prediction with 1.9M reactions from USPTO patents (1976-2016). The task is: Predict the product of the given reaction. (1) Given the reactants [CH2:1]([N:3]1[C:7]([CH:8]=O)=[N:6][CH:5]=[N:4]1)[CH3:2].Cl.[NH2:11][OH:12].C(=O)(O)[O-].[Na+], predict the reaction product. The product is: [CH2:1]([N:3]1[C:7]([CH:8]=[N:11][OH:12])=[N:6][CH:5]=[N:4]1)[CH3:2]. (2) Given the reactants [C:1]([C:3]1[CH:8]=[CH:7][C:6]([C:9]2[C:10]([C:14](OC)=[O:15])=[N:11][S:12][N:13]=2)=[CH:5][CH:4]=1)#[N:2].[Li+].[BH4-], predict the reaction product. The product is: [OH:15][CH2:14][C:10]1[C:9]([C:6]2[CH:7]=[CH:8][C:3]([C:1]#[N:2])=[CH:4][CH:5]=2)=[N:13][S:12][N:11]=1. (3) Given the reactants [Cl:1][C:2]1[CH:11]=[CH:10][C:9]2[C:4](=[CH:5][CH:6]=[C:7]([CH3:12])[CH:8]=2)[N:3]=1.[N+:13]([O-])([OH:15])=[O:14].S(=O)(=O)(O)O, predict the reaction product. The product is: [Cl:1][C:2]1[CH:11]=[CH:10][C:9]2[C:4](=[CH:5][CH:6]=[C:7]([CH3:12])[C:8]=2[N+:13]([O-:15])=[O:14])[N:3]=1. (4) Given the reactants Cl[C:2]1[C:11]2[C:6](=[CH:7][CH:8]=[CH:9][C:10]=2[F:12])[N:5]=[C:4]([C:13]2[CH:18]=[CH:17][CH:16]=[CH:15][N:14]=2)[C:3]=1[CH3:19].[O:20]1[CH2:25][CH2:24][N:23]([C:26]2[CH:27]=[C:28]3[NH:34][CH2:33][C:32]4([CH2:39][CH2:38][O:37][CH2:36][CH2:35]4)[C:29]3=[N:30][CH:31]=2)[CH2:22][CH2:21]1.CC(C)([O-])C.[Na+], predict the reaction product. The product is: [F:12][C:10]1[CH:9]=[CH:8][CH:7]=[C:6]2[C:11]=1[C:2]([N:34]1[C:28]3[C:29](=[N:30][CH:31]=[C:26]([N:23]4[CH2:24][CH2:25][O:20][CH2:21][CH2:22]4)[CH:27]=3)[C:32]3([CH2:39][CH2:38][O:37][CH2:36][CH2:35]3)[CH2:33]1)=[C:3]([CH3:19])[C:4]([C:13]1[CH:18]=[CH:17][CH:16]=[CH:15][N:14]=1)=[N:5]2. (5) Given the reactants [Li]CCCC.Br[C:7]1[CH:12]=[CH:11][CH:10]=[C:9]([Br:13])[N:8]=1.C(OC([N:21]1[CH2:26][CH2:25][C:24]2([CH2:31][CH2:30][C:29](=O)[CH2:28][CH2:27]2)[CH2:23][CH2:22]1)=O)(C)(C)C, predict the reaction product. The product is: [Br:13][C:9]1[N:8]=[C:7]([C:29]2[CH2:30][CH2:31][C:24]3([CH2:25][CH2:26][NH:21][CH2:22][CH2:23]3)[CH2:27][CH:28]=2)[CH:12]=[CH:11][CH:10]=1. (6) The product is: [C:25]([O:28][CH:29]([CH3:33])[C:30]([NH:17][CH2:16][CH2:15][CH:13]1[C:14]2[C:5]3[O:4][C:3]([CH3:2])=[N:7][C:6]=3[CH:8]=[CH:9][C:10]=2[CH2:11][CH2:12]1)=[O:31])(=[O:27])[CH3:26]. Given the reactants Cl.[CH3:2][C:3]1[O:4][C:5]2[C:14]3[CH:13]([CH2:15][CH2:16][NH2:17])[CH2:12][CH2:11][C:10]=3[CH:9]=[CH:8][C:6]=2[N:7]=1.C(N(CC)CC)C.[C:25]([O:28][CH:29]([CH3:33])[C:30](Cl)=[O:31])(=[O:27])[CH3:26], predict the reaction product. (7) Given the reactants Cl.[CH:2]1([CH:7]([C:9]2[CH:14]=[C:13]([CH3:15])[C:12]([N:16]3[CH:20]=[C:19]([C:21]([F:24])([F:23])[F:22])[CH:18]=[N:17]3)=[C:11]([CH3:25])[CH:10]=2)[NH2:8])[CH2:6][CH2:5][CH2:4][CH2:3]1.C(=O)([O-])[O-].[K+].[K+].F[C:33]1[CH:42]=[CH:41][C:36]([C:37]([O:39][CH3:40])=[O:38])=[CH:35][N:34]=1, predict the reaction product. The product is: [CH:2]1([CH:7]([NH:8][C:33]2[CH:42]=[CH:41][C:36]([C:37]([O:39][CH3:40])=[O:38])=[CH:35][N:34]=2)[C:9]2[CH:10]=[C:11]([CH3:25])[C:12]([N:16]3[CH:20]=[C:19]([C:21]([F:23])([F:24])[F:22])[CH:18]=[N:17]3)=[C:13]([CH3:15])[CH:14]=2)[CH2:6][CH2:5][CH2:4][CH2:3]1. (8) Given the reactants [CH3:1][S:2][C:3]1[CH:8]=[CH:7][CH:6]=[CH:5][C:4]=1[NH2:9].[N:10]([O-])=O.[Na+].[Sn](Cl)[Cl:15], predict the reaction product. The product is: [ClH:15].[CH3:1][S:2][C:3]1[CH:8]=[CH:7][CH:6]=[CH:5][C:4]=1[NH:9][NH2:10].